From a dataset of Catalyst prediction with 721,799 reactions and 888 catalyst types from USPTO. Predict which catalyst facilitates the given reaction. (1) Reactant: [NH2:1][CH:2]([C:10]([OH:12])=[O:11])[CH2:3][CH2:4][CH2:5][NH:6][C:7](=[NH:9])[NH2:8].[OH-].[NH4+].OO.[Ce:17].N[C@H](C(O)=O)CCCNC(=N)N. Product: [NH2:1][CH:2]([C:10]([OH:12])=[O:11])[CH2:3][CH2:4][CH2:5][NH:6][C:7](=[NH:8])[NH2:9].[Ce:17]. The catalyst class is: 6. (2) The catalyst class is: 30. Product: [N+:12]([C:15]1[CH:21]=[C:20]([N:22]2[CH2:26][CH2:25][CH2:24][CH2:23]2)[CH:19]=[CH:18][C:16]=1[NH:17][C:32](=[O:33])[O:31][C:28]([CH3:30])([CH3:29])[CH3:27])([O-:14])=[O:13]. Reactant: [H-].[Na+].C[Si](N[Si](C)(C)C)(C)C.[N+:12]([C:15]1[CH:21]=[C:20]([N:22]2[CH2:26][CH2:25][CH2:24][CH2:23]2)[CH:19]=[CH:18][C:16]=1[NH2:17])([O-:14])=[O:13].[CH3:27][C:28]([O:31][C:32](O[C:32]([O:31][C:28]([CH3:30])([CH3:29])[CH3:27])=[O:33])=[O:33])([CH3:30])[CH3:29]. (3) Reactant: Cl.[Cl:2][C:3]1[CH:4]=[CH:5][CH:6]=[C:7]2[C:11]=1[NH:10][C:9]([CH3:12])=[C:8]2[CH2:13][CH2:14][NH2:15].CN(C)C=O.C(N(CC)CC)C.[CH3:28][O:29][C:30]1[CH:31]=[C:32]([CH:36]=[CH:37][C:38]=1[O:39][CH3:40])[C:33](Cl)=[O:34]. Product: [Cl:2][C:3]1[CH:4]=[CH:5][CH:6]=[C:7]2[C:11]=1[NH:10][C:9]([CH3:12])=[C:8]2[CH2:13][CH2:14][NH:15][C:33](=[O:34])[C:32]1[CH:36]=[CH:37][C:38]([O:39][CH3:40])=[C:30]([O:29][CH3:28])[CH:31]=1. The catalyst class is: 7. (4) Reactant: [Si:1]([O:8][C:9]1[CH:14]=[C:13]([O:15][Si:16]([C:19]([CH3:22])([CH3:21])[CH3:20])([CH3:18])[CH3:17])[CH:12]=[CH:11][C:10]=1[C@@H:23]1[CH2:28][CH2:27][C@H:26]([NH2:29])[CH2:25][CH2:24]1)([C:4]([CH3:7])([CH3:6])[CH3:5])([CH3:3])[CH3:2].[C:30](Cl)(=[O:32])[CH3:31]. Product: [Si:1]([O:8][C:9]1[CH:14]=[C:13]([O:15][Si:16]([C:19]([CH3:20])([CH3:21])[CH3:22])([CH3:18])[CH3:17])[CH:12]=[CH:11][C:10]=1[C@@H:23]1[CH2:24][CH2:25][C@H:26]([NH:29][C:30](=[O:32])[CH3:31])[CH2:27][CH2:28]1)([C:4]([CH3:5])([CH3:6])[CH3:7])([CH3:3])[CH3:2]. The catalyst class is: 537. (5) Reactant: C(N(CC)CC)C.C(Cl)CCl.C1C=CC2N(O)N=NC=2C=1.[F:22][C:23]1[C:28]([F:29])=[CH:27][CH:26]=[CH:25][C:24]=1[C@H:30]1[CH2:36][N:35]2[C:37]([C:40]3([C:43]([F:46])([F:45])[F:44])[CH2:42][CH2:41]3)=[CH:38][N:39]=[C:34]2[C@H:33]([NH2:47])[CH2:32][CH2:31]1.[O:48]=[C:49]1[NH:57][C:52]2=[N:53][CH:54]=[CH:55][CH:56]=[C:51]2[C:50]21[CH2:65][C:64]1[C:59](=[CH:60][CH:61]=[C:62]([C:66](O)=[O:67])[CH:63]=1)[CH2:58]2. Product: [F:22][C:23]1[C:28]([F:29])=[CH:27][CH:26]=[CH:25][C:24]=1[C@H:30]1[CH2:36][N:35]2[C:37]([C:40]3([C:43]([F:46])([F:44])[F:45])[CH2:42][CH2:41]3)=[CH:38][N:39]=[C:34]2[C@H:33]([NH:47][C:66]([C:62]2[CH:63]=[C:64]3[C:59](=[CH:60][CH:61]=2)[CH2:58][C:50]2([C:51]4[C:52](=[N:53][CH:54]=[CH:55][CH:56]=4)[NH:57][C:49]2=[O:48])[CH2:65]3)=[O:67])[CH2:32][CH2:31]1. The catalyst class is: 9.